From a dataset of NCI-60 drug combinations with 297,098 pairs across 59 cell lines. Regression. Given two drug SMILES strings and cell line genomic features, predict the synergy score measuring deviation from expected non-interaction effect. Drug 1: C1=CC(=C2C(=C1NCCNCCO)C(=O)C3=C(C=CC(=C3C2=O)O)O)NCCNCCO. Drug 2: CC1=C(C(=O)C2=C(C1=O)N3CC4C(C3(C2COC(=O)N)OC)N4)N. Cell line: HL-60(TB). Synergy scores: CSS=76.2, Synergy_ZIP=0.331, Synergy_Bliss=-0.481, Synergy_Loewe=-0.0915, Synergy_HSA=2.37.